The task is: Predict the product of the given reaction.. This data is from Forward reaction prediction with 1.9M reactions from USPTO patents (1976-2016). (1) The product is: [CH3:28][N:13]([C@H:5]1[CH2:6][C@@H:7]2[C:10]([CH3:11])([CH3:12])[C@@:4]1([CH3:3])[CH2:9][CH2:8]2)[C:14]([C:16]1[CH:17]=[N:18][N:19]([CH3:27])[C:20]=1[C:21]1[CH:22]=[CH:23][CH:24]=[CH:25][CH:26]=1)=[O:15]. Given the reactants [H-].[Na+].[CH3:3][C@:4]12[C:10]([CH3:12])([CH3:11])[C@H:7]([CH2:8][CH2:9]1)[CH2:6][C@@H:5]2[NH:13][C:14]([C:16]1[CH:17]=[N:18][N:19]([CH3:27])[C:20]=1[C:21]1[CH:26]=[CH:25][CH:24]=[CH:23][CH:22]=1)=[O:15].[CH3:28]I.O, predict the reaction product. (2) Given the reactants [CH3:1][CH2:2][N:3]1[C:7]([C:8]2[CH:13]=[CH:12][C:11]([Cl:14])=[CH:10][CH:9]=2)=[C:6]([C:15]2[CH:20]=[CH:19][CH:18]=[C:17]([N:21]3[CH2:26][CH2:25][N:24]([C:27]4[CH:32]=[CH:31][C:30]([NH:33][S:34]([C:37]5[CH:42]=[CH:41][C:40]([NH:43][C@@H:44]([CH2:54][S:55][C:56]6[CH:61]=[CH:60][CH:59]=[CH:58][CH:57]=6)[CH2:45][CH2:46][N:47]6[CH2:52][CH2:51][CH:50]([OH:53])[CH2:49][CH2:48]6)=[C:39]([S:62]([C:65]([F:68])([F:67])[F:66])(=[O:64])=[O:63])[CH:38]=5)(=[O:36])=[O:35])=[CH:29][CH:28]=4)[CH2:23][CH2:22]3)[CH:16]=2)[C:5]([C:69]([OH:71])=[O:70])=[C:4]1[CH3:72].CC(C)N=C=NC(C)C.O[CH2:83][P:84](=[O:89])([O:87]C)[O:85]C.C[Si](Br)(C)C, predict the reaction product. The product is: [Cl:14][C:11]1[CH:12]=[CH:13][C:8]([C:7]2[N:3]([CH2:2][CH3:1])[C:4]([CH3:72])=[C:5]([C:69]([O:71][CH2:83][P:84](=[O:85])([OH:89])[OH:87])=[O:70])[C:6]=2[C:15]2[CH:20]=[CH:19][CH:18]=[C:17]([N:21]3[CH2:22][CH2:23][N:24]([C:27]4[CH:28]=[CH:29][C:30]([NH:33][S:34]([C:37]5[CH:42]=[CH:41][C:40]([NH:43][C@H:44]([CH2:45][CH2:46][N:47]6[CH2:48][CH2:49][CH:50]([OH:53])[CH2:51][CH2:52]6)[CH2:54][S:55][C:56]6[CH:57]=[CH:58][CH:59]=[CH:60][CH:61]=6)=[C:39]([S:62]([C:65]([F:66])([F:67])[F:68])(=[O:63])=[O:64])[CH:38]=5)(=[O:36])=[O:35])=[CH:31][CH:32]=4)[CH2:25][CH2:26]3)[CH:16]=2)=[CH:9][CH:10]=1. (3) Given the reactants [NH:1]1[CH2:6][CH2:5][O:4][CH2:3][CH:2]1[C:7]([OH:9])=[O:8].Cl.[CH2:11](O)[CH3:12], predict the reaction product. The product is: [NH:1]1[CH2:6][CH2:5][O:4][CH2:3][CH:2]1[C:7]([O:9][CH2:11][CH3:12])=[O:8]. (4) The product is: [Cl:2][C:3]1[CH:4]=[C:5]([Cl:21])[C:6]2[N:7]([C:9]([CH2:19][NH:30][C:25]3[N:26]=[C:27]([CH3:29])[CH:28]=[C:23]([CH3:22])[N:24]=3)=[C:10]([C:12]3[CH:17]=[CH:16][C:15]([CH3:18])=[CH:14][CH:13]=3)[N:11]=2)[CH:8]=1. Given the reactants Cl.[Cl:2][C:3]1[CH:4]=[C:5]([Cl:21])[C:6]2[N:7]([C:9]([CH2:19]Cl)=[C:10]([C:12]3[CH:17]=[CH:16][C:15]([CH3:18])=[CH:14][CH:13]=3)[N:11]=2)[CH:8]=1.[CH3:22][C:23]1[CH:28]=[C:27]([CH3:29])[N:26]=[C:25]([NH2:30])[N:24]=1, predict the reaction product. (5) Given the reactants [NH2:1][C:2]1[N:6]([C:7]2[CH:8]=[C:9]([CH:16]=[CH:17][C:18]=2[CH3:19])[C:10]([NH:12][CH:13]2[CH2:15][CH2:14]2)=[O:11])[N:5]=[C:4](OCC)[C:3]=1[C:23](=[O:30])[C:24]1[CH:29]=[CH:28][CH:27]=[CH:26][CH:25]=1.CCN=C=NCCCN(C)C.C1C=CC2N(O)N=NC=2C=1.C(N(C(C)C)CC)(C)C.C1(N)CC1, predict the reaction product. The product is: [NH2:1][C:2]1[N:6]([C:7]2[CH:8]=[C:9]([CH:16]=[CH:17][C:18]=2[CH3:19])[C:10]([NH:12][CH:13]2[CH2:14][CH2:15]2)=[O:11])[N:5]=[CH:4][C:3]=1[C:23](=[O:30])[C:24]1[CH:25]=[CH:26][CH:27]=[CH:28][CH:29]=1. (6) Given the reactants [C:1]([C:5]1[CH:9]=[C:8]([CH:10]=O)[NH:7][N:6]=1)([CH3:4])([CH3:3])[CH3:2].[Br-].[CH2:13]([P+](C1C=CC=CC=1)(C1C=CC=CC=1)C1C=CC=CC=1)[C:14]1[CH:19]=[CH:18][CH:17]=[CH:16][CH:15]=1.C(=O)([O-])[O-].[K+].[K+].Cl, predict the reaction product. The product is: [C:1]([C:5]1[CH:9]=[C:8]([CH2:10][CH2:13][C:14]2[CH:19]=[CH:18][CH:17]=[CH:16][CH:15]=2)[NH:7][N:6]=1)([CH3:4])([CH3:3])[CH3:2]. (7) Given the reactants [F:1][C:2]1[CH:3]=[CH:4][C:5]([N+:9]([O-:11])=[O:10])=[C:6]([OH:8])[CH:7]=1.[CH3:12]S(C)=O.CI.[OH-].[K+], predict the reaction product. The product is: [F:1][C:2]1[CH:3]=[CH:4][C:5]([N+:9]([O-:11])=[O:10])=[C:6]([O:8][CH3:12])[CH:7]=1.